From a dataset of Forward reaction prediction with 1.9M reactions from USPTO patents (1976-2016). Predict the product of the given reaction. (1) Given the reactants C(OC([N:8]1[CH2:12][CH2:11][CH:10]([C:13]2[CH:18]=[CH:17][C:16]([NH:19][C:20]([O:22][CH2:23][CH2:24][C:25]3[CH:30]=[CH:29][C:28]([Cl:31])=[CH:27][CH:26]=3)=[O:21])=[CH:15][CH:14]=2)[CH2:9]1)=O)(C)(C)C.Cl.[OH-].[Na+], predict the reaction product. The product is: [Cl:31][C:28]1[CH:29]=[CH:30][C:25]([CH2:24][CH2:23][O:22][C:20](=[O:21])[NH:19][C:16]2[CH:17]=[CH:18][C:13]([CH:10]3[CH2:11][CH2:12][NH:8][CH2:9]3)=[CH:14][CH:15]=2)=[CH:26][CH:27]=1. (2) Given the reactants C(OC([N:8]1[CH2:17][CH2:16][C:15]2[NH:14][N:13]=[C:12]([C:18]3[CH:23]=[CH:22][C:21]([Cl:24])=[CH:20][CH:19]=3)[C:11]=2[CH2:10][CH2:9]1)=O)(C)(C)C.[CH2:25](Cl)[CH2:26][CH:27]=[CH2:28], predict the reaction product. The product is: [CH2:28]([N:14]1[C:15]2[CH2:16][CH2:17][NH:8][CH2:9][CH2:10][C:11]=2[C:12]([C:18]2[CH:19]=[CH:20][C:21]([Cl:24])=[CH:22][CH:23]=2)=[N:13]1)[CH2:27][CH:26]=[CH2:25]. (3) The product is: [F:19][C:13]1[CH:14]=[C:15]([OH:18])[CH:16]=[CH:17][C:12]=1[S:9]([NH:8][C:4]1[CH:5]=[N:6][CH:7]=[C:2]([B:20]2[O:24][C:23]([CH3:26])([CH3:25])[C:22]([CH3:28])([CH3:27])[O:21]2)[CH:3]=1)(=[O:11])=[O:10]. Given the reactants Br[C:2]1[CH:3]=[C:4]([NH:8][S:9]([C:12]2[CH:17]=[CH:16][C:15]([OH:18])=[CH:14][C:13]=2[F:19])(=[O:11])=[O:10])[CH:5]=[N:6][CH:7]=1.[B:20]1([B:20]2[O:24][C:23]([CH3:26])([CH3:25])[C:22]([CH3:28])([CH3:27])[O:21]2)[O:24][C:23]([CH3:26])([CH3:25])[C:22]([CH3:28])([CH3:27])[O:21]1.C([O-])(=O)C.[K+], predict the reaction product. (4) Given the reactants [CH2:1]1[CH:6]2[CH2:7][C:8]3([C:11](/[CH:13]=[CH:14]/[C:15]4[CH:20]=[CH:19][CH:18]=[N:17][CH:16]=4)=[O:12])[CH2:10][CH:4]([CH2:5]2)[CH2:3][CH:2]1[CH2:9]3, predict the reaction product. The product is: [C:8]12([C:11](=[O:12])[CH2:13][CH2:14][C:15]3[CH:16]=[N:17][CH:18]=[CH:19][CH:20]=3)[CH2:10][CH:4]3[CH2:3][CH:2]([CH2:1][CH:6]([CH2:5]3)[CH2:7]1)[CH2:9]2.